Dataset: Reaction yield outcomes from USPTO patents with 853,638 reactions. Task: Predict the reaction yield, written as a fraction of the theoretical maximum amount of product (1.0 means a 100% yield; for example, 0.34 means a 34% yield). (1) The reactants are [CH3:1][O:2][C:3]1[CH:8]=[CH:7][C:6]([C:9]2[CH:13]=[C:12]([C:14]3[CH:19]=[CH:18][CH:17]=[CH:16][CH:15]=3)[NH:11][C:10]=2[C:20]([NH:22][CH2:23][C:24]2[CH:32]=[CH:31][C:27]([C:28]([OH:30])=O)=[CH:26][CH:25]=2)=[O:21])=[CH:5][CH:4]=1.[C:33]1([NH2:40])[CH:38]=[CH:37][CH:36]=[CH:35][C:34]=1[NH2:39].C(N(CC)CC)C.ON1C2C=CC=CC=2N=N1.Cl.CN(C)CCCN=C=NCC. The catalyst is CN(C=O)C.C(OCC)(=O)C. The product is [NH2:39][C:34]1[CH:35]=[CH:36][CH:37]=[CH:38][C:33]=1[NH:40][C:28]([C:27]1[CH:31]=[CH:32][C:24]([CH2:23][NH:22][C:20]([C:10]2[NH:11][C:12]([C:14]3[CH:19]=[CH:18][CH:17]=[CH:16][CH:15]=3)=[CH:13][C:9]=2[C:6]2[CH:5]=[CH:4][C:3]([O:2][CH3:1])=[CH:8][CH:7]=2)=[O:21])=[CH:25][CH:26]=1)=[O:30]. The yield is 0.550. (2) The reactants are C1(S([N:10]2[C:14]3[N:15]=[CH:16][N:17]=[C:18]([N:19]4[CH2:24][CH2:23][CH2:22][CH2:21][CH2:20]4)[C:13]=3[C:12](Br)=[CH:11]2)(=O)=O)C=CC=CC=1.[C:26]1(B(O)O)[CH:31]=[CH:30][CH:29]=[CH:28][CH:27]=1.P([O-])([O-])([O-])=O.[K+].[K+].[K+]. The catalyst is O1CCOCC1.[Pd].C1(P(C2C=CC=CC=2)C2C=CC=CC=2)C=CC=CC=1.C1(P(C2C=CC=CC=2)C2C=CC=CC=2)C=CC=CC=1.C1(P(C2C=CC=CC=2)C2C=CC=CC=2)C=CC=CC=1.C1(P(C2C=CC=CC=2)C2C=CC=CC=2)C=CC=CC=1. The product is [C:26]1([C:12]2[C:13]3[C:18]([N:19]4[CH2:20][CH2:21][CH2:22][CH2:23][CH2:24]4)=[N:17][CH:16]=[N:15][C:14]=3[NH:10][CH:11]=2)[CH:31]=[CH:30][CH:29]=[CH:28][CH:27]=1. The yield is 0.200. (3) The reactants are C([O:8][C:9]1[CH:14]=[CH:13][C:12]([C:15]2[C:16]3[C:17](=[N:34][N:35]([CH3:37])[CH:36]=3)[N:18]=[C:19]([C:27]3[CH:32]=[CH:31][C:30]([F:33])=[CH:29][CH:28]=3)[C:20]=2[C:21]2[CH:26]=[CH:25][N:24]=[CH:23][CH:22]=2)=[CH:11][CH:10]=1)C1C=CC=CC=1. The catalyst is CCO.[Pd]. The product is [F:33][C:30]1[CH:31]=[CH:32][C:27]([C:19]2[C:20]([C:21]3[CH:26]=[CH:25][N:24]=[CH:23][CH:22]=3)=[C:15]([C:12]3[CH:11]=[CH:10][C:9]([OH:8])=[CH:14][CH:13]=3)[C:16]3[C:17](=[N:34][N:35]([CH3:37])[CH:36]=3)[N:18]=2)=[CH:28][CH:29]=1. The yield is 0.670. (4) The reactants are [NH2:1][C:2]1[C:7]([NH2:8])=[C:6]([O:9][C:10]2[CH:15]=[CH:14][C:13]([NH:16]C(=O)OC(C)(C)C)=[CH:12][CH:11]=2)[CH:5]=[CH:4][N:3]=1.[C:24](OCC)(=[O:30])[C:25](OCC)=[O:26]. No catalyst specified. The product is [NH2:16][C:13]1[CH:12]=[CH:11][C:10]([O:9][C:6]2[C:7]3[NH:8][C:25](=[O:26])[C:24](=[O:30])[NH:1][C:2]=3[N:3]=[CH:4][CH:5]=2)=[CH:15][CH:14]=1. The yield is 0.250.